Dataset: Peptide-MHC class I binding affinity with 185,985 pairs from IEDB/IMGT. Task: Regression. Given a peptide amino acid sequence and an MHC pseudo amino acid sequence, predict their binding affinity value. This is MHC class I binding data. (1) The peptide sequence is LRKERLAKL. The MHC is HLA-B57:01 with pseudo-sequence HLA-B57:01. The binding affinity (normalized) is 0.0847. (2) The peptide sequence is VIDKAKVMGR. The MHC is HLA-A31:01 with pseudo-sequence HLA-A31:01. The binding affinity (normalized) is 0.550. (3) The peptide sequence is FSQVNFPQI. The MHC is H-2-Db with pseudo-sequence H-2-Db. The binding affinity (normalized) is 0.612. (4) The peptide sequence is KIQNVIIDECY. The MHC is Mamu-B03 with pseudo-sequence Mamu-B03. The binding affinity (normalized) is 0. (5) The peptide sequence is KLSSMAAER. The MHC is HLA-A03:01 with pseudo-sequence HLA-A03:01. The binding affinity (normalized) is 0.586. (6) The peptide sequence is RRAARAEYL. The MHC is HLA-A02:06 with pseudo-sequence HLA-A02:06. The binding affinity (normalized) is 0. (7) The peptide sequence is TLYKRVLHM. The MHC is HLA-B15:01 with pseudo-sequence HLA-B15:01. The binding affinity (normalized) is 0.344. (8) The peptide sequence is LREQENSL. The MHC is Mamu-A07 with pseudo-sequence Mamu-A07. The binding affinity (normalized) is 0.